This data is from Forward reaction prediction with 1.9M reactions from USPTO patents (1976-2016). The task is: Predict the product of the given reaction. Given the reactants [F:1][C:2]([F:10])([F:9])[C:3]1[O:7][C:6]([NH2:8])=[N:5][N:4]=1.[C:11]1([CH:17]([C:21]2[CH:26]=[CH:25][CH:24]=[CH:23][CH:22]=2)[C:18](Cl)=[O:19])[CH:16]=[CH:15][CH:14]=[CH:13][CH:12]=1, predict the reaction product. The product is: [F:1][C:2]([F:10])([F:9])[C:3]1[O:7][C:6]([NH:8][C:18](=[O:19])[CH:17]([C:11]2[CH:16]=[CH:15][CH:14]=[CH:13][CH:12]=2)[C:21]2[CH:26]=[CH:25][CH:24]=[CH:23][CH:22]=2)=[N:5][N:4]=1.